From a dataset of Peptide-MHC class I binding affinity with 185,985 pairs from IEDB/IMGT. Regression. Given a peptide amino acid sequence and an MHC pseudo amino acid sequence, predict their binding affinity value. This is MHC class I binding data. (1) The peptide sequence is VLIRRCHYL. The MHC is HLA-A25:01 with pseudo-sequence HLA-A25:01. The binding affinity (normalized) is 0.0847. (2) The peptide sequence is KSLNRQTVSR. The MHC is HLA-A11:01 with pseudo-sequence HLA-A11:01. The binding affinity (normalized) is 0.517. (3) The peptide sequence is FKNFRVYYR. The MHC is HLA-A31:01 with pseudo-sequence HLA-A31:01. The binding affinity (normalized) is 0.835. (4) The peptide sequence is RYLKDQQLL. The MHC is HLA-B35:01 with pseudo-sequence HLA-B35:01. The binding affinity (normalized) is 0. (5) The peptide sequence is EGFDPRALI. The MHC is HLA-A03:01 with pseudo-sequence HLA-A03:01. The binding affinity (normalized) is 0.0847.